This data is from Forward reaction prediction with 1.9M reactions from USPTO patents (1976-2016). The task is: Predict the product of the given reaction. (1) The product is: [C:1]([O:7][CH2:8][CH2:9][CH2:10][Si:13]([O:16][CH3:17])([O:14][CH3:15])[O:12][CH3:11])(=[O:6])[CH2:2][CH2:3][CH2:4][CH3:5]. Given the reactants [C:1]([O:7][CH2:8][CH:9]=[CH2:10])(=[O:6])[CH2:2][CH2:3][CH2:4][CH3:5].[CH3:11][O:12][SiH:13]([O:16][CH3:17])[O:14][CH3:15], predict the reaction product. (2) Given the reactants [CH3:1][N:2]1[C:10]2[C:5](=[CH:6][CH:7]=[CH:8][CH:9]=2)[CH:4]=[CH:3]1.[C:11]1([C:19]2[CH:24]=[CH:23][CH:22]=[CH:21][CH:20]=2)[CH:16]=[CH:15][C:14]([CH:17]=O)=[CH:13][CH:12]=1, predict the reaction product. The product is: [CH3:1][N:2]1[C:10]2[C:5](=[CH:6][CH:7]=[CH:8][CH:9]=2)[C:4]([CH:17]([C:4]2[C:5]3[C:10](=[CH:9][CH:8]=[CH:7][CH:6]=3)[N:2]([CH3:1])[CH:3]=2)[C:14]2[CH:15]=[CH:16][C:11]([C:19]3[CH:24]=[CH:23][CH:22]=[CH:21][CH:20]=3)=[CH:12][CH:13]=2)=[CH:3]1.